Predict the product of the given reaction. From a dataset of Forward reaction prediction with 1.9M reactions from USPTO patents (1976-2016). (1) Given the reactants [K+].[Br-].C([O:5][C:6]([C:8]1[C@@H:16]2[C@@H:12]([O:13][C:14]([CH3:18])([CH3:17])[O:15]2)[C@H:11]([NH:19][C:20](=[O:22])[CH3:21])[C:10](=NO)[CH:9]=1)=[O:7])C.C(N[C@H]1[C@@H]2OC(C)(C)O[C@@H]2C(C([O-])=O)=C/C/1=N\O)(=[O:27])C.[Na+:45].C(OC(C1C[C@H](NC(OC(C)(C)C)=O)[C@@H](NC(=O)C)[C@H](O)C=1)=O)C.[CH2-]C(C)=O, predict the reaction product. The product is: [C:20]([NH:19][C@H:11]1[C@@H:12]2[O:13][C:14]([CH3:18])([CH3:17])[O:15][C@@H:16]2[C:8]([C:6]([O-:5])=[O:7])=[CH:9][C@H:10]1[OH:27])(=[O:22])[CH3:21].[Na+:45]. (2) The product is: [Cl:27][C:16]1[N:14]2[CH:15]=[C:10]([S:7]([C:1]3[CH:6]=[CH:5][CH:4]=[CH:3][CH:2]=3)(=[O:9])=[O:8])[CH:11]=[CH:12][C:13]2=[N:18][N:17]=1. Given the reactants [C:1]1([S:7]([C:10]2[CH:11]=[CH:12][C:13]3[N:14]([C:16](=O)[NH:17][N:18]=3)[CH:15]=2)(=[O:9])=[O:8])[CH:6]=[CH:5][CH:4]=[CH:3][CH:2]=1.C([O-])(O)=O.[Na+].O=P(Cl)(Cl)[Cl:27], predict the reaction product. (3) Given the reactants [O:1]=[C:2]1[C:10]2[C:5](=[CH:6][CH:7]=[CH:8][CH:9]=2)[C:4](=[O:11])[N:3]1[CH:12]1[CH2:18][CH2:17][S:16][CH2:15][N:14]([CH2:19][C:20]([O:22]CC)=[O:21])[C:13]1=[O:25].[Li+].[OH-], predict the reaction product. The product is: [O:11]=[C:4]1[C:5]2[C:10](=[CH:9][CH:8]=[CH:7][CH:6]=2)[C:2](=[O:1])[N:3]1[CH:12]1[CH2:18][CH2:17][S:16][CH2:15][N:14]([CH2:19][C:20]([OH:22])=[O:21])[C:13]1=[O:25]. (4) Given the reactants C(O)(C)(C)C.CC(C)([O-])C.[K+].[C:12]([O:16][C:17]([N:19]1[CH2:24][CH2:23][N:22]([C:25]2[N:33]([CH2:34][C:35]#[CH:36])[C:32]3[C:31](=[O:37])[N:30]([CH3:38])[C:29](=[O:39])[N:28]([CH3:40])[C:27]=3[N:26]=2)[CH2:21][CH2:20]1)=[O:18])([CH3:15])([CH3:14])[CH3:13].[Cl-].[NH4+], predict the reaction product. The product is: [C:12]([O:16][C:17]([N:19]1[CH2:20][CH2:21][N:22]([C:25]2[N:33]([CH:34]=[C:35]=[CH2:36])[C:32]3[C:31](=[O:37])[N:30]([CH3:38])[C:29](=[O:39])[N:28]([CH3:40])[C:27]=3[N:26]=2)[CH2:23][CH2:24]1)=[O:18])([CH3:15])([CH3:14])[CH3:13]. (5) Given the reactants CC1(C)OO1.[CH3:6][C@@H:7]1[C@H:25]([OH:26])[C@@H:24]([CH3:27])[C:22](=[O:23])[C:21]([CH3:29])([CH3:28])[C@@H:20]([OH:30])[CH2:19][C:17](=[O:18])[O:16][C@H:15](/[C:31](/[CH3:39])=[CH:32]/[C:33]2[N:37]=[C:36]([CH3:38])[S:35][CH:34]=2)[CH2:14][C@@H:12]2[O:13][C@:11]2([CH3:40])[CH2:10][CH2:9][CH2:8]1, predict the reaction product. The product is: [CH3:6][C@@H:7]1[C@H:25]([OH:26])[C@@H:24]([CH3:27])[C:22](=[O:23])[C:21]([CH3:28])([CH3:29])[C@@H:20]([OH:30])[CH2:19][C:17](=[O:18])[O:16][C@H:15](/[C:31](/[CH3:39])=[CH:32]/[C:33]2[N:37]=[C:36]([CH3:38])[S:35][CH:34]=2)[CH2:14][C@@H:12]2[O:13][C@:11]2([CH3:40])[CH2:10][CH:9]=[CH:8]1. (6) Given the reactants [NH2:1][C:2]1[N:7]=[CH:6][C:5]([N:8]2[CH2:14][CH:13]3[N:15](C(OC(C)(C)C)=O)[CH:10]([CH2:11][CH2:12]3)[CH2:9]2)=[CH:4][CH:3]=1.[ClH:23].CCOCC, predict the reaction product. The product is: [ClH:23].[ClH:23].[ClH:23].[NH2:1][C:2]1[N:7]=[CH:6][C:5]([N:8]2[CH2:14][CH:13]3[NH:15][CH:10]([CH2:11][CH2:12]3)[CH2:9]2)=[CH:4][CH:3]=1.